Task: Predict the product of the given reaction.. Dataset: Forward reaction prediction with 1.9M reactions from USPTO patents (1976-2016) (1) Given the reactants [CH2:1]([O:8][C:9]1[CH:10]=[C:11]([C:15]2[CH:20]=[CH:19][N:18]=[C:17]3[N:21]([CH2:34][O:35][CH2:36][CH2:37][Si:38]([CH3:41])([CH3:40])[CH3:39])[C:22]([C:24]4[CH:33]=[CH:32][C:27]([C:28]([O:30]C)=[O:29])=[CH:26][CH:25]=4)=[N:23][C:16]=23)[CH:12]=[CH:13][CH:14]=1)[C:2]1[CH:7]=[CH:6][CH:5]=[CH:4][CH:3]=1.Cl, predict the reaction product. The product is: [CH2:1]([O:8][C:9]1[CH:10]=[C:11]([C:15]2[CH:20]=[CH:19][N:18]=[C:17]3[N:21]([CH2:34][O:35][CH2:36][CH2:37][Si:38]([CH3:41])([CH3:40])[CH3:39])[C:22]([C:24]4[CH:25]=[CH:26][C:27]([C:28]([OH:30])=[O:29])=[CH:32][CH:33]=4)=[N:23][C:16]=23)[CH:12]=[CH:13][CH:14]=1)[C:2]1[CH:7]=[CH:6][CH:5]=[CH:4][CH:3]=1. (2) Given the reactants [NH2:1][C:2]1[N:3]([CH3:24])[C:4](=[O:23])[C:5]2([C:15]3[C:10](=[CH:11][CH:12]=[C:13](Br)[CH:14]=3)[O:9][CH:8]([C:17]3[CH:22]=[CH:21][CH:20]=[CH:19][CH:18]=3)[CH2:7]2)[N:6]=1.[CH:25]1([C:28]2[CH:29]=[C:30](B3OC(C)(C)C(C)(C)O3)[CH:31]=[CH:32][CH:33]=2)[CH2:27][CH2:26]1, predict the reaction product. The product is: [NH2:1][C:2]1[N:3]([CH3:24])[C:4](=[O:23])[C:5]2([C:15]3[C:10](=[CH:11][CH:12]=[C:13]([C:32]4[CH:31]=[CH:30][CH:29]=[C:28]([CH:25]5[CH2:27][CH2:26]5)[CH:33]=4)[CH:14]=3)[O:9][CH:8]([C:17]3[CH:22]=[CH:21][CH:20]=[CH:19][CH:18]=3)[CH2:7]2)[N:6]=1. (3) Given the reactants N(C(OC(C)C)=O)=NC(OC(C)C)=O.[OH:15][C:16]1[CH:25]=[C:24]2[C:19]([C:20]([O:26][C:27]3[CH:28]=[C:29]4[C:33](=[CH:34][CH:35]=3)[NH:32][C:31]([CH3:36])=[CH:30]4)=[N:21][CH:22]=[N:23]2)=[CH:18][CH:17]=1.C1(P(C2C=CC=CC=2)C2C=CC=CC=2)C=CC=CC=1.[N:56]1([CH2:61][CH2:62][CH2:63]O)[CH2:60][CH2:59][CH2:58][CH2:57]1, predict the reaction product. The product is: [CH3:36][C:31]1[NH:32][C:33]2[C:29]([CH:30]=1)=[CH:28][C:27]([O:26][C:20]1[C:19]3[C:24](=[CH:25][C:16]([O:15][CH2:63][CH2:62][CH2:61][N:56]4[CH2:60][CH2:59][CH2:58][CH2:57]4)=[CH:17][CH:18]=3)[N:23]=[CH:22][N:21]=1)=[CH:35][CH:34]=2. (4) Given the reactants [C:1]1(B(O)O)[CH:6]=[CH:5][CH:4]=[CH:3][CH:2]=1.C([O-])([O-])=O.[Cs+].[Cs+].[Br:16][C:17]1[CH:18]=[N:19][C:20]([O:23]N2C3=NC=CC=C3N=N2)=[N:21][CH:22]=1, predict the reaction product. The product is: [Br:16][C:17]1[CH:18]=[N:19][C:20]([O:23][C:1]2[CH:6]=[CH:5][CH:4]=[CH:3][CH:2]=2)=[N:21][CH:22]=1. (5) Given the reactants [OH:1][C:2]1[CH:3]=[CH:4][C:5]2[C:17](=[O:18])[C:16]3[C:15]4[C:10](=[CH:11][C:12]([C:19]#[N:20])=[CH:13][CH:14]=4)[NH:9][C:8]=3[C:7]([CH3:22])([CH3:21])[C:6]=2[CH:23]=1.[CH3:24][O:25][CH2:26][CH2:27]O, predict the reaction product. The product is: [CH3:24][O:25][CH2:26][CH2:27][O:1][C:2]1[CH:3]=[CH:4][C:5]2[C:17](=[O:18])[C:16]3[C:15]4[C:10](=[CH:11][C:12]([C:19]#[N:20])=[CH:13][CH:14]=4)[NH:9][C:8]=3[C:7]([CH3:21])([CH3:22])[C:6]=2[CH:23]=1. (6) Given the reactants Cl[CH2:2][C:3]1[CH:8]=[CH:7][CH:6]=[CH:5][C:4]=1[C:9](=[CH:14][O:15][CH3:16])[C:10]([O:12][CH3:13])=[O:11].C1(C)C=CC=CC=1.[CH:24]([O:27][C:28]1[N:33]=[C:32]([OH:34])[CH:31]=[C:30]([C:35]([F:38])([F:37])[F:36])[N:29]=1)([CH3:26])[CH3:25].C(=O)([O-])[O-].[K+].[K+], predict the reaction product. The product is: [CH3:16][O:15][CH:14]=[C:9]([C:4]1[CH:5]=[CH:6][CH:7]=[CH:8][C:3]=1[CH2:2][O:34][C:32]1[CH:31]=[C:30]([C:35]([F:36])([F:37])[F:38])[N:29]=[C:28]([O:27][CH:24]([CH3:26])[CH3:25])[N:33]=1)[C:10]([O:12][CH3:13])=[O:11]. (7) Given the reactants [C:1]([O:5][C:6]([N:8]([CH3:17])[C@H:9]([C:14]([OH:16])=O)[CH2:10][CH:11]([CH3:13])[CH3:12])=[O:7])([CH3:4])([CH3:3])[CH3:2].Cl.C(N=C=NCCCN(C)C)C.[CH:30]1[C:40]2[CH:39]=[CH:38][C:37]3[CH:41]=[CH:42][CH:43]=[CH:44][C:36]=3[C:35](=[CH:45][CH2:46][CH2:47][NH:48][CH3:49])[C:34]=2[CH:33]=[CH:32][CH:31]=1.C(N(CC)CC)C.C(=O)([O-])O.[Na+], predict the reaction product. The product is: [CH:30]1[C:40]2[CH:39]=[CH:38][C:37]3[CH:41]=[CH:42][CH:43]=[CH:44][C:36]=3[C:35](=[CH:45][CH2:46][CH2:47][N:48]([CH3:49])[C:14]([C@@H:9]([N:8]([CH3:17])[C:6](=[O:7])[O:5][C:1]([CH3:2])([CH3:3])[CH3:4])[CH2:10][CH:11]([CH3:12])[CH3:13])=[O:16])[C:34]=2[CH:33]=[CH:32][CH:31]=1. (8) Given the reactants [NH:1]1[CH:5]=[N:4][CH:3]=[N:2]1.[CH3:6][O:7][C:8]1[CH:15]=[CH:14][C:11]([CH2:12]Cl)=[CH:10][CH:9]=1.C1CCN2C(=NCCC2)CC1, predict the reaction product. The product is: [CH3:6][O:7][C:8]1[CH:15]=[CH:14][C:11]([CH2:12][N:1]2[CH:5]=[N:4][CH:3]=[N:2]2)=[CH:10][CH:9]=1. (9) Given the reactants CN(C=C1C(=O)C2NN(C[CH2:16][C:17]([NH:21][CH3:22])([NH:19][CH3:20])C)C(C(OCC)=O)C=2CC1)C.[CH3:28][N:29]([CH:31]=[C:32]1[C:40](=[O:41])[C:39]2[N:38]([CH2:42][C:43](F)(F)F)[N:37]=[C:36]([C:47]([O:49][CH2:50][CH3:51])=[O:48])[C:35]=2[CH2:34][CH2:33]1)[CH3:30], predict the reaction product. The product is: [CH3:28][N:29]([CH:31]=[C:32]1[C:40](=[O:41])[C:39]2[N:38]([CH2:42][CH2:43][C:17]([NH:21][CH3:22])([NH:19][CH3:20])[CH3:16])[N:37]=[C:36]([C:47]([O:49][CH2:50][CH3:51])=[O:48])[C:35]=2[CH2:34][CH2:33]1)[CH3:30].